Dataset: Full USPTO retrosynthesis dataset with 1.9M reactions from patents (1976-2016). Task: Predict the reactants needed to synthesize the given product. Given the product [C:1]([O:5][C:6](=[O:34])[NH:7][C@H:8]1[CH2:13][CH2:12][C@@H:11]([N:14]2[C:19](=[O:20])[C:18]3[CH:21]=[C:22]([F:25])[CH:23]=[N:24][C:17]=3[N:16]([C:26]3[CH:27]=[C:28]([C:40]4[CH:41]=[CH:42][C:37]([CH:35]=[O:36])=[CH:38][CH:39]=4)[CH:29]=[CH:30][CH:31]=3)[C:15]2=[O:33])[CH2:10][CH2:9]1)([CH3:4])([CH3:3])[CH3:2], predict the reactants needed to synthesize it. The reactants are: [C:1]([O:5][C:6](=[O:34])[NH:7][C@H:8]1[CH2:13][CH2:12][C@@H:11]([N:14]2[C:19](=[O:20])[C:18]3[CH:21]=[C:22]([F:25])[CH:23]=[N:24][C:17]=3[N:16]([C:26]3[CH:31]=[CH:30][CH:29]=[C:28](I)[CH:27]=3)[C:15]2=[O:33])[CH2:10][CH2:9]1)([CH3:4])([CH3:3])[CH3:2].[CH:35]([C:37]1[CH:42]=[CH:41][C:40](B(O)O)=[CH:39][CH:38]=1)=[O:36].